From a dataset of Full USPTO retrosynthesis dataset with 1.9M reactions from patents (1976-2016). Predict the reactants needed to synthesize the given product. (1) Given the product [CH3:8][N:5]1[CH:6]=[CH:7][C:2]([B:13]2[O:14][C:15]([CH3:17])([CH3:16])[C:11]([CH3:27])([CH3:10])[O:12]2)=[CH:3][C:4]1=[O:9], predict the reactants needed to synthesize it. The reactants are: I[C:2]1[CH:7]=[CH:6][N:5]([CH3:8])[C:4](=[O:9])[CH:3]=1.[CH3:10][C:11]1([CH3:27])[C:15]([CH3:17])([CH3:16])[O:14][B:13]([B:13]2[O:14][C:15]([CH3:17])([CH3:16])[C:11]([CH3:27])([CH3:10])[O:12]2)[O:12]1.C([O-])(=O)C.[K+]. (2) Given the product [C:1]([N:4]1[CH2:5][CH2:6][CH:7]([N:10]([C@H:22]2[CH2:27][CH2:26][C@H:25]([CH3:28])[CH2:24][CH2:23]2)[C:11]([NH:13][C:14]2[S:15][C:16]([S:19][CH2:20][CH2:39][N:40]3[CH2:44][CH2:43][CH2:42][CH2:41]3)=[CH:17][N:18]=2)=[O:12])[CH2:8][CH2:9]1)(=[O:3])[CH3:2], predict the reactants needed to synthesize it. The reactants are: [C:1]([N:4]1[CH2:9][CH2:8][CH:7]([N:10]([C@H:22]2[CH2:27][CH2:26][C@H:25]([CH3:28])[CH2:24][CH2:23]2)[C:11]([NH:13][C:14]2[S:15][C:16]([S:19][C:20]#N)=[CH:17][N:18]=2)=[O:12])[CH2:6][CH2:5]1)(=[O:3])[CH3:2].SC[C@@H]([C@@H](CS)O)O.ClC[CH2:39][N:40]1[CH2:44][CH2:43][CH2:42][CH2:41]1. (3) Given the product [F:1][C:2]([F:17])([F:16])[CH:3]([NH:6][C:7]1[CH:12]=[CH:11][CH:10]=[C:9]([N+:13]([O-:15])=[O:14])[CH:8]=1)[CH2:4][N:22]1[C:18](=[O:28])[C:19]2[C:20](=[CH:24][CH:25]=[CH:26][CH:27]=2)[C:21]1=[O:23], predict the reactants needed to synthesize it. The reactants are: [F:1][C:2]([F:17])([F:16])[CH:3]([NH:6][C:7]1[CH:12]=[CH:11][CH:10]=[C:9]([N+:13]([O-:15])=[O:14])[CH:8]=1)[CH2:4]O.[C:18]1(=[O:28])[NH:22][C:21](=[O:23])[C:20]2=[CH:24][CH:25]=[CH:26][CH:27]=[C:19]12.C1(P(C2C=CC=CC=2)C2C=CC=CC=2)C=CC=CC=1.N(C(OCC)=O)=NC(OCC)=O.